This data is from Full USPTO retrosynthesis dataset with 1.9M reactions from patents (1976-2016). The task is: Predict the reactants needed to synthesize the given product. (1) Given the product [N:16]1([C:9]([O:11][C:12]([CH3:13])([CH3:14])[CH3:15])=[O:10])[C@H:20]([C:21]([O:23][CH2:24][CH3:25])=[O:22])[CH2:19][CH2:18][C@@H:17]1[C:26]([O:28][CH2:29][CH3:30])=[O:27], predict the reactants needed to synthesize it. The reactants are: O([C:9]([O:11][C:12]([CH3:15])([CH3:14])[CH3:13])=[O:10])[C:9]([O:11][C:12]([CH3:15])([CH3:14])[CH3:13])=[O:10].[NH:16]1[C@H:20]([C:21]([O:23][CH2:24][CH3:25])=[O:22])[CH2:19][CH2:18][C@@H:17]1[C:26]([O:28][CH2:29][CH3:30])=[O:27]. (2) Given the product [CH2:1]([O:3][C:4](=[O:33])[CH2:5][O:6][C:7]1[CH:12]=[CH:11][C:10]([S:13][C:14]2[CH:19]=[C:18]([O:20][C:21]3[CH:26]=[CH:25][C:24]([C:27]([F:30])([F:29])[F:28])=[CH:23][N:22]=3)[CH:17]=[C:16]([C:35]#[C:34][C:36]3[CH:37]=[CH:38][C:39]([S:42]([CH3:45])(=[O:44])=[O:43])=[CH:40][CH:41]=3)[CH:15]=2)=[CH:9][C:8]=1[CH3:32])[CH3:2], predict the reactants needed to synthesize it. The reactants are: [CH2:1]([O:3][C:4](=[O:33])[CH2:5][O:6][C:7]1[CH:12]=[CH:11][C:10]([S:13][C:14]2[CH:19]=[C:18]([O:20][C:21]3[CH:26]=[CH:25][C:24]([C:27]([F:30])([F:29])[F:28])=[CH:23][N:22]=3)[CH:17]=[C:16](Br)[CH:15]=2)=[CH:9][C:8]=1[CH3:32])[CH3:2].[C:34]([C:36]1[CH:41]=[CH:40][C:39]([S:42]([CH3:45])(=[O:44])=[O:43])=[CH:38][CH:37]=1)#[CH:35].C(OC(=O)COC1C=CC(SC2C=C(C#CC3C=CC(CO)=CC=3)C=C(OCCC3C=CC(Cl)=CC=3)C=2)=CC=1C)C. (3) Given the product [C:24]1([N:14]2[C:15]([C:18]3[CH:19]=[CH:20][CH:21]=[CH:22][CH:23]=3)=[CH:16][CH:17]=[C:13]2[C:8]2[CH:9]=[C:10]3[C:5](=[CH:6][CH:7]=2)[CH:4]=[C:3]([OH:2])[CH:12]=[CH:11]3)[CH:25]=[CH:26][CH:27]=[CH:28][CH:29]=1, predict the reactants needed to synthesize it. The reactants are: C[O:2][C:3]1[CH:4]=[C:5]2[C:10](=[CH:11][CH:12]=1)[CH:9]=[C:8]([C:13]1[N:14]([C:24]3[CH:29]=[CH:28][CH:27]=[CH:26][CH:25]=3)[C:15]([C:18]3[CH:23]=[CH:22][CH:21]=[CH:20][CH:19]=3)=[CH:16][CH:17]=1)[CH:7]=[CH:6]2.Cl.N1C=CC=CC=1. (4) Given the product [C:19]([C:23]1[N:28]=[C:27]([N:29]2[CH2:30][CH2:31][N:32]([CH2:2][CH2:3][CH2:4][CH2:5][N:6]3[C:12]4[CH:13]=[CH:14][CH:15]=[CH:16][C:11]=4[C:10](=[O:17])[CH2:9][CH2:8][C:7]3=[O:18])[CH2:33][CH2:34]2)[CH:26]=[C:25]([C:35]([F:36])([F:37])[F:38])[N:24]=1)([CH3:22])([CH3:20])[CH3:21], predict the reactants needed to synthesize it. The reactants are: Cl[CH2:2][CH2:3][CH2:4][CH2:5][N:6]1[C:12]2[CH:13]=[CH:14][CH:15]=[CH:16][C:11]=2[C:10](=[O:17])[CH2:9][CH2:8][C:7]1=[O:18].[C:19]([C:23]1[N:28]=[C:27]([N:29]2[CH2:34][CH2:33][NH:32][CH2:31][CH2:30]2)[CH:26]=[C:25]([C:35]([F:38])([F:37])[F:36])[N:24]=1)([CH3:22])([CH3:21])[CH3:20].C(N(CC)CC)C.C(OCC)(=O)C. (5) Given the product [F:16][C:17]1[CH:18]=[C:19]([CH:22]=[CH:23][C:24]=1[F:25])[CH2:20][N:13]1[CH:14]=[C:10]([C:9]#[C:8][C:6]2[CH:5]=[CH:4][N:3]=[C:2]([CH3:1])[CH:7]=2)[N:11]=[C:12]1[CH3:15], predict the reactants needed to synthesize it. The reactants are: [CH3:1][C:2]1[CH:7]=[C:6]([C:8]#[C:9][C:10]2[N:11]=[C:12]([CH3:15])[NH:13][CH:14]=2)[CH:5]=[CH:4][N:3]=1.[F:16][C:17]1[CH:18]=[C:19]([CH:22]=[CH:23][C:24]=1[F:25])[CH2:20]Br. (6) Given the product [CH:10]1([CH2:9][N:8]2[C:7]3[CH:6]=[CH:5][C:4]([NH:16][S:17]([C:20]4[CH:21]=[CH:22][CH:23]=[CH:24][CH:25]=4)(=[O:19])=[O:18])=[CH:3][C:2]=3[N:1]=[C:26]2[C:27]([CH3:34])([CH3:28])[CH2:31][CH:32]=[CH2:33])[CH2:11][CH2:12][CH2:13][CH2:14][CH2:15]1, predict the reactants needed to synthesize it. The reactants are: [NH2:1][C:2]1[CH:3]=[C:4]([NH:16][S:17]([C:20]2[CH:25]=[CH:24][CH:23]=[CH:22][CH:21]=2)(=[O:19])=[O:18])[CH:5]=[CH:6][C:7]=1[NH:8][CH2:9][CH:10]1[CH2:15][CH2:14][CH2:13][CH2:12][CH2:11]1.[CH3:26][C:27]([CH3:34])([CH2:31][CH:32]=[CH2:33])[C:28](O)=O.C(N(C(C)C)CC)(C)C.CN(C(ON1N=NC2C=CC=NC1=2)=[N+](C)C)C.F[P-](F)(F)(F)(F)F. (7) Given the product [CH2:1]([O:3][C:4]([C:6]1[C:10]([Br:11])=[C:9]([Br:12])[N:8]([CH2:13][C:14]2[CH:19]=[CH:18][CH:17]=[CH:16][CH:15]=2)[C:7]=1[CH2:20][N:27]([C:28]([O:30][C:31]([CH3:32])([CH3:34])[CH3:33])=[O:29])[CH2:26][C:25]([O:24][CH2:22][CH3:23])=[O:35])=[O:5])[CH3:2], predict the reactants needed to synthesize it. The reactants are: [CH2:1]([O:3][C:4]([C:6]1[C:10]([Br:11])=[C:9]([Br:12])[N:8]([CH2:13][C:14]2[CH:19]=[CH:18][CH:17]=[CH:16][CH:15]=2)[C:7]=1[CH2:20]Br)=[O:5])[CH3:2].[CH2:22]([O:24][C:25](=[O:35])[CH2:26][NH:27][C:28]([O:30][C:31]([CH3:34])([CH3:33])[CH3:32])=[O:29])[CH3:23]. (8) Given the product [C:12]([O:16][C:17]([N:19]1[CH2:24][CH2:23][CH:22]([CH2:25][CH2:26][O:27][C:28]2[C:33]([NH:34][S:8]([CH2:1][C:2]3[CH:7]=[CH:6][CH:5]=[CH:4][CH:3]=3)(=[O:10])=[O:9])=[C:32]([NH:35][CH2:36][CH:37]3[CH2:45][CH2:44][C:40]4([CH2:43][CH2:42][CH2:41]4)[CH2:39][CH2:38]3)[N:31]=[C:30]([C:46]#[N:47])[N:29]=2)[CH2:21][CH2:20]1)=[O:18])([CH3:15])([CH3:13])[CH3:14], predict the reactants needed to synthesize it. The reactants are: [CH2:1]([S:8](Cl)(=[O:10])=[O:9])[C:2]1[CH:7]=[CH:6][CH:5]=[CH:4][CH:3]=1.[C:12]([O:16][C:17]([N:19]1[CH2:24][CH2:23][CH:22]([CH2:25][CH2:26][O:27][C:28]2[C:33]([NH2:34])=[C:32]([NH:35][CH2:36][CH:37]3[CH2:45][CH2:44][C:40]4([CH2:43][CH2:42][CH2:41]4)[CH2:39][CH2:38]3)[N:31]=[C:30]([C:46]#[N:47])[N:29]=2)[CH2:21][CH2:20]1)=[O:18])([CH3:15])([CH3:14])[CH3:13].N1C=CC=CC=1.